This data is from Full USPTO retrosynthesis dataset with 1.9M reactions from patents (1976-2016). The task is: Predict the reactants needed to synthesize the given product. (1) Given the product [NH2:40][C:26]1[N:27]=[C:28]([C:30]2[CH:39]=[C:38]3[C:33]([CH2:34][CH2:35][N:36]([C:12]([NH:11][CH:1]4[C:10]5[C:5](=[CH:6][CH:7]=[CH:8][CH:9]=5)[CH2:4][CH2:3][CH2:2]4)=[O:13])[CH2:37]3)=[CH:32][CH:31]=2)[CH:29]=[C:24]([N:21]2[CH2:20][CH2:19][N:18]([CH3:17])[CH2:23][CH2:22]2)[N:25]=1, predict the reactants needed to synthesize it. The reactants are: [CH:1]1([NH2:11])[C:10]2[C:5](=[CH:6][CH:7]=[CH:8][CH:9]=2)[CH2:4][CH2:3][CH2:2]1.[C:12](Cl)(Cl)=[O:13].Cl.[CH3:17][N:18]1[CH2:23][CH2:22][N:21]([C:24]2[CH:29]=[C:28]([C:30]3[CH:39]=[C:38]4[C:33]([CH2:34][CH2:35][NH:36][CH2:37]4)=[CH:32][CH:31]=3)[N:27]=[C:26]([NH2:40])[N:25]=2)[CH2:20][CH2:19]1. (2) Given the product [O:17]1[C:18]2[CH:24]=[CH:23][CH:22]=[CH:21][C:19]=2[N:20]=[C:16]1[C:13]1[CH:14]=[CH:15][C:10]2[N:9]([C:6]3[CH:7]=[CH:8][C:3]([O:2][CH3:1])=[CH:4][CH:5]=3)[C:30]([CH3:31])=[N:25][C:11]=2[CH:12]=1, predict the reactants needed to synthesize it. The reactants are: [CH3:1][O:2][C:3]1[CH:8]=[CH:7][C:6]([NH:9][C:10]2[CH:15]=[CH:14][C:13]([C:16]3[O:17][C:18]4[CH:24]=[CH:23][CH:22]=[CH:21][C:19]=4[N:20]=3)=[CH:12][C:11]=2[N+:25]([O-])=O)=[CH:5][CH:4]=1.[H][H].[C:30](Cl)(=O)[CH3:31].C(=O)([O-])O.[Na+]. (3) Given the product [O:29]=[S:2]1(=[O:1])[CH2:7][CH2:6][CH:5]([C:8]2[C:16]3[C:11](=[C:12]([C:26]([NH2:28])=[O:27])[CH:13]=[C:14]([C:31]4[CH:32]=[C:33]5[C:37](=[CH:38][CH:39]=4)[NH:36][N:35]=[CH:34]5)[CH:15]=3)[NH:10][CH:9]=2)[CH2:4][CH2:3]1, predict the reactants needed to synthesize it. The reactants are: [O:1]=[S:2]1(=[O:29])[CH2:7][CH2:6][CH:5]([C:8]2[C:16]3[C:11](=[C:12]([C:26]([NH2:28])=[O:27])[CH:13]=[C:14](B4OC(C)(C)C(C)(C)O4)[CH:15]=3)[NH:10][CH:9]=2)[CH2:4][CH2:3]1.Br[C:31]1[CH:32]=[C:33]2[C:37](=[CH:38][CH:39]=1)[NH:36][N:35]=[CH:34]2.C(=O)([O-])[O-].[K+].[K+]. (4) Given the product [CH2:1]([O:3][C:4]1[CH:9]=[CH:8][C:7]([S:10]([N:40]([CH2:38][CH3:39])[CH2:41][CH2:42][OH:43])(=[O:12])=[O:11])=[CH:6][C:5]=1[C:14]1[NH:19][C:18](=[O:20])[C:17]2=[C:21]([CH2:27][CH3:28])[N:22]=[C:23]([CH2:24][CH2:25][CH3:26])[N:16]2[N:15]=1)[CH3:2], predict the reactants needed to synthesize it. The reactants are: [CH2:1]([O:3][C:4]1[CH:9]=[CH:8][C:7]([S:10](Cl)(=[O:12])=[O:11])=[CH:6][C:5]=1[C:14]1[NH:19][C:18](=[O:20])[C:17]2=[C:21]([CH2:27][CH3:28])[N:22]=[C:23]([CH2:24][CH2:25][CH3:26])[N:16]2[N:15]=1)[CH3:2].CN(C1C=CC=CN=1)C.[CH2:38]([NH:40][CH2:41][CH2:42][OH:43])[CH3:39]. (5) Given the product [CH3:9][N:8]([CH3:35])[C:5]1[N:4]=[CH:3][C:2]([NH:1][C:29]([C:16]2[N:17]([CH2:21][C:22]3[CH:27]=[CH:26][CH:25]=[C:24]([F:28])[CH:23]=3)[C:18]3[C:14]([CH:15]=2)=[CH:13][C:12]([C:11]([F:33])([F:32])[F:10])=[CH:20][CH:19]=3)=[O:30])=[CH:7][CH:6]=1, predict the reactants needed to synthesize it. The reactants are: [NH2:1][C:2]1[CH:3]=[N:4][C:5]([NH:8][CH3:9])=[CH:6][CH:7]=1.[F:10][C:11]([F:33])([F:32])[C:12]1[CH:13]=[C:14]2[C:18](=[CH:19][CH:20]=1)[N:17]([CH2:21][C:22]1[CH:27]=[CH:26][CH:25]=[C:24]([F:28])[CH:23]=1)[C:16]([C:29](O)=[O:30])=[CH:15]2.Cl.[CH3:35]N(C)CCCN=C=NCC.O.ON1C2C=CC=CC=2N=N1. (6) Given the product [C:1]([C:5]1[CH:9]=[C:8]([NH:10][C:11]([NH:47][C:46]2[CH:48]=[CH:49][CH:50]=[C:44]([S:43][C:31]3[C:30]4[C:35](=[CH:36][C:37]([O:38][CH2:39][CH2:40][O:41][CH3:42])=[C:28]([O:27][CH3:26])[CH:29]=4)[N:34]=[CH:33][N:32]=3)[CH:45]=2)=[O:13])[N:7]([CH2:20][C:21]([O:23][CH2:24][CH3:25])=[O:22])[N:6]=1)([CH3:2])([CH3:3])[CH3:4], predict the reactants needed to synthesize it. The reactants are: [C:1]([C:5]1[CH:9]=[C:8]([NH:10][C:11]([O:13]C2C=CC=CC=2)=O)[N:7]([CH2:20][C:21]([O:23][CH2:24][CH3:25])=[O:22])[N:6]=1)([CH3:4])([CH3:3])[CH3:2].[CH3:26][O:27][C:28]1[CH:29]=[C:30]2[C:35](=[CH:36][C:37]=1[O:38][CH2:39][CH2:40][O:41][CH3:42])[N:34]=[CH:33][N:32]=[C:31]2[S:43][C:44]1[CH:45]=[C:46]([CH:48]=[CH:49][CH:50]=1)[NH2:47].C(N(CC)C(C)C)(C)C.